From a dataset of Reaction yield outcomes from USPTO patents with 853,638 reactions. Predict the reaction yield, written as a fraction of the theoretical maximum amount of product (1.0 means a 100% yield; for example, 0.34 means a 34% yield). (1) The reactants are [CH3:1][O:2][C:3](=[O:24])[C:4]1[CH:9]=[CH:8][C:7](N)=[CH:6][C:5]=1[NH:11][C:12](=[O:23])[C:13]1[CH:18]=[CH:17][C:16]([C:19]([CH3:22])([CH3:21])[CH3:20])=[CH:15][CH:14]=1.N([O-])=[O:26].[Na+].OS(O)(=O)=O. The catalyst is FC(F)(F)C(O)=O.O. The product is [CH3:1][O:2][C:3](=[O:24])[C:4]1[CH:9]=[CH:8][C:7]([OH:26])=[CH:6][C:5]=1[NH:11][C:12](=[O:23])[C:13]1[CH:18]=[CH:17][C:16]([C:19]([CH3:22])([CH3:21])[CH3:20])=[CH:15][CH:14]=1. The yield is 0.710. (2) The reactants are [Cl:1][C:2]1[C:9]([CH3:10])=[C:8](I)[CH:7]=[CH:6][C:3]=1[C:4]#[N:5].[CH2:12]([CH:14]1[NH:18][C:17](=[O:19])[C:16]([CH3:21])([CH3:20])[C:15]1=[O:22])[CH3:13].C(=O)([O-])[O-].[Cs+].[Cs+].C1(P(C2C=CC=CC=2)C2C3OC4C(=CC=CC=4P(C4C=CC=CC=4)C4C=CC=CC=4)C(C)(C)C=3C=CC=2)C=CC=CC=1. The yield is 0.270. The catalyst is O1CCOCC1.C1C=CC(/C=C/C(/C=C/C2C=CC=CC=2)=O)=CC=1.C1C=CC(/C=C/C(/C=C/C2C=CC=CC=2)=O)=CC=1.C1C=CC(/C=C/C(/C=C/C2C=CC=CC=2)=O)=CC=1.[Pd].[Pd].O. The product is [Cl:1][C:2]1[C:9]([CH3:10])=[C:8]([N:18]2[CH:14]([CH2:12][CH3:13])[C:15](=[O:22])[C:16]([CH3:21])([CH3:20])[C:17]2=[O:19])[CH:7]=[CH:6][C:3]=1[C:4]#[N:5].